Dataset: Forward reaction prediction with 1.9M reactions from USPTO patents (1976-2016). Task: Predict the product of the given reaction. (1) The product is: [CH3:27][C@@:25]1([CH2:28][O:10][C:7]2[CH:6]=[CH:5][C:4]([O:3][C:2]([F:11])([F:12])[F:1])=[CH:9][CH:8]=2)[O:26][C:16]2=[N:20][C:19]([N+:21]([O-:23])=[O:22])=[CH:18][N:17]2[CH2:24]1. Given the reactants [F:1][C:2]([F:12])([F:11])[O:3][C:4]1[CH:9]=[CH:8][C:7]([OH:10])=[CH:6][CH:5]=1.[H-].[Na+].Cl[C:16]1[N:17]([CH2:24][C@:25]2([CH3:28])[CH2:27][O:26]2)[CH:18]=[C:19]([N+:21]([O-:23])=[O:22])[N:20]=1, predict the reaction product. (2) Given the reactants C1(OC2C=CC=CC=2)C=CC=CC=1.C(O[C:17]([C:19]([C:33](=[O:35])[CH3:34])=[CH:20][NH:21][C:22]1[CH:32]=[CH:31][C:25]([C:26]([O:28][CH2:29][CH3:30])=[O:27])=[CH:24][CH:23]=1)=[O:18])C, predict the reaction product. The product is: [C:33]([C:19]1[C:17](=[O:18])[C:23]2[C:22](=[CH:32][CH:31]=[C:25]([C:26]([O:28][CH2:29][CH3:30])=[O:27])[CH:24]=2)[NH:21][CH:20]=1)(=[O:35])[CH3:34]. (3) Given the reactants CN1C=CN=C1.Cl[P:8]([C:15]1[CH:20]=[CH:19][CH:18]=[CH:17][CH:16]=1)[C:9]1[CH:14]=[CH:13][CH:12]=[CH:11][CH:10]=1.[CH2:21]([OH:23])[CH3:22], predict the reaction product. The product is: [CH2:21]([O:23][P:8]([C:15]1[CH:20]=[CH:19][CH:18]=[CH:17][CH:16]=1)[C:9]1[CH:14]=[CH:13][CH:12]=[CH:11][CH:10]=1)[CH3:22]. (4) Given the reactants Br[CH2:2][C:3](=[CH2:9])[C:4]([O:6][CH2:7][CH3:8])=[O:5].[NH:10]([C:18]([O:20][C:21]([CH3:24])([CH3:23])[CH3:22])=[O:19])[C:11]([O:13][C:14]([CH3:17])([CH3:16])[CH3:15])=[O:12].C(=O)([O-])[O-].[K+].[K+], predict the reaction product. The product is: [C:21]([O:20][C:18]([N:10]([CH2:2][C:3](=[CH2:9])[C:4]([O:6][CH2:7][CH3:8])=[O:5])[C:11]([O:13][C:14]([CH3:17])([CH3:16])[CH3:15])=[O:12])=[O:19])([CH3:24])([CH3:23])[CH3:22]. (5) Given the reactants C1(P(C2C=CC=CC=2)C2C=CC=CC=2)C=CC=CC=1.[I:20]I.[Cl:22][C:23]1[CH:40]=[C:39]([CH3:41])[CH:38]=[C:37]([Cl:42])[C:24]=1[O:25][CH2:26][CH2:27][O:28][C:29]1[CH:34]=[CH:33][C:32]([CH2:35]O)=[CH:31][CH:30]=1.N1C=CN=C1, predict the reaction product. The product is: [Cl:22][C:23]1[CH:40]=[C:39]([CH3:41])[CH:38]=[C:37]([Cl:42])[C:24]=1[O:25][CH2:26][CH2:27][O:28][C:29]1[CH:34]=[CH:33][C:32]([CH2:35][I:20])=[CH:31][CH:30]=1.